This data is from Reaction yield outcomes from USPTO patents with 853,638 reactions. The task is: Predict the reaction yield, written as a fraction of the theoretical maximum amount of product (1.0 means a 100% yield; for example, 0.34 means a 34% yield). The reactants are [F:1][CH:2]([F:14])[O:3][C:4]1[N:9]=[C:8]2[S:10][C:11]([NH2:13])=[N:12][C:7]2=[CH:6][CH:5]=1.[N:15]1([C:20](N2C=CN=C2)=[S:21])[CH:19]=[CH:18][N:17]=[CH:16]1. The catalyst is C(#N)C. The product is [F:14][CH:2]([F:1])[O:3][C:4]1[N:9]=[C:8]2[S:10][C:11]([NH:13][C:20]([N:15]3[CH:19]=[CH:18][N:17]=[CH:16]3)=[S:21])=[N:12][C:7]2=[CH:6][CH:5]=1. The yield is 0.510.